This data is from NCI-60 drug combinations with 297,098 pairs across 59 cell lines. The task is: Regression. Given two drug SMILES strings and cell line genomic features, predict the synergy score measuring deviation from expected non-interaction effect. (1) Drug 1: CCC1=CC2CC(C3=C(CN(C2)C1)C4=CC=CC=C4N3)(C5=C(C=C6C(=C5)C78CCN9C7C(C=CC9)(C(C(C8N6C)(C(=O)OC)O)OC(=O)C)CC)OC)C(=O)OC.C(C(C(=O)O)O)(C(=O)O)O. Drug 2: CC1OCC2C(O1)C(C(C(O2)OC3C4COC(=O)C4C(C5=CC6=C(C=C35)OCO6)C7=CC(=C(C(=C7)OC)O)OC)O)O. Cell line: OVCAR-4. Synergy scores: CSS=7.38, Synergy_ZIP=-9.79, Synergy_Bliss=-5.83, Synergy_Loewe=-2.65, Synergy_HSA=-2.74. (2) Drug 1: B(C(CC(C)C)NC(=O)C(CC1=CC=CC=C1)NC(=O)C2=NC=CN=C2)(O)O. Drug 2: N.N.Cl[Pt+2]Cl. Cell line: K-562. Synergy scores: CSS=51.0, Synergy_ZIP=-1.94, Synergy_Bliss=-4.25, Synergy_Loewe=-15.4, Synergy_HSA=-3.26. (3) Cell line: IGROV1. Synergy scores: CSS=45.5, Synergy_ZIP=7.72, Synergy_Bliss=9.71, Synergy_Loewe=4.32, Synergy_HSA=15.3. Drug 1: CC1C(C(CC(O1)OC2CC(CC3=C2C(=C4C(=C3O)C(=O)C5=C(C4=O)C(=CC=C5)OC)O)(C(=O)C)O)N)O.Cl. Drug 2: COCCOC1=C(C=C2C(=C1)C(=NC=N2)NC3=CC=CC(=C3)C#C)OCCOC.Cl. (4) Drug 1: CC1CCC2CC(C(=CC=CC=CC(CC(C(=O)C(C(C(=CC(C(=O)CC(OC(=O)C3CCCCN3C(=O)C(=O)C1(O2)O)C(C)CC4CCC(C(C4)OC)OCCO)C)C)O)OC)C)C)C)OC. Drug 2: N.N.Cl[Pt+2]Cl. Cell line: SR. Synergy scores: CSS=51.7, Synergy_ZIP=1.59, Synergy_Bliss=1.98, Synergy_Loewe=1.16, Synergy_HSA=4.20. (5) Drug 1: CC(C)(C#N)C1=CC(=CC(=C1)CN2C=NC=N2)C(C)(C)C#N. Drug 2: CC1=C(C(=O)C2=C(C1=O)N3CC4C(C3(C2COC(=O)N)OC)N4)N. Cell line: DU-145. Synergy scores: CSS=27.3, Synergy_ZIP=7.16, Synergy_Bliss=1.71, Synergy_Loewe=-21.2, Synergy_HSA=-3.77. (6) Drug 1: C1=NC2=C(N1)C(=S)N=CN2. Drug 2: C(CC(=O)O)C(=O)CN.Cl. Cell line: OVCAR-5. Synergy scores: CSS=27.3, Synergy_ZIP=-3.31, Synergy_Bliss=3.92, Synergy_Loewe=-9.70, Synergy_HSA=2.89.